Dataset: Full USPTO retrosynthesis dataset with 1.9M reactions from patents (1976-2016). Task: Predict the reactants needed to synthesize the given product. Given the product [Cl:14][C:15]1[CH:23]=[CH:22][CH:21]=[CH:20][C:16]=1[C:17]([NH:6][C:3]1[CH:4]=[CH:5][NH:1][N:2]=1)=[O:18], predict the reactants needed to synthesize it. The reactants are: [NH:1]1[CH:5]=[CH:4][C:3]([NH2:6])=[N:2]1.C(N(CC)CC)C.[Cl:14][C:15]1[CH:23]=[CH:22][CH:21]=[CH:20][C:16]=1[C:17](Cl)=[O:18].